The task is: Predict the reactants needed to synthesize the given product.. This data is from Full USPTO retrosynthesis dataset with 1.9M reactions from patents (1976-2016). (1) The reactants are: [C:1]([O:5][C:6]([N:8]1[CH2:14][CH2:13][C@@H:12]2[C@@H:10]([O:11]2)[CH2:9]1)=[O:7])([CH3:4])([CH3:3])[CH3:2].[Cl:15][C:16]1[CH:21]=[C:20]([F:22])[CH:19]=[CH:18][C:17]=1[OH:23].[OH-].[Na+].[Cl-].[NH4+]. Given the product [C:1]([O:5][C:6]([N:8]1[CH2:14][CH2:13][C@@H:12]([O:23][C:17]2[CH:18]=[CH:19][C:20]([F:22])=[CH:21][C:16]=2[Cl:15])[C@H:10]([OH:11])[CH2:9]1)=[O:7])([CH3:4])([CH3:2])[CH3:3], predict the reactants needed to synthesize it. (2) Given the product [Cl:11][C:5]1[CH:6]=[C:7]([N+:8]([O-:10])=[O:9])[C:2]([O:19][C:16]2[CH:17]=[CH:18][C:13]([F:12])=[CH:14][CH:15]=2)=[N:3][CH:4]=1, predict the reactants needed to synthesize it. The reactants are: Br[C:2]1[C:7]([N+:8]([O-:10])=[O:9])=[CH:6][C:5]([Cl:11])=[CH:4][N:3]=1.[F:12][C:13]1[CH:18]=[CH:17][C:16]([OH:19])=[CH:15][CH:14]=1.C([O-])([O-])=O.[K+].[K+]. (3) The reactants are: C(O[BH-](OC(=O)C)OC(=O)C)(=O)C.[Na+].[NH2:15][C:16]1[CH:37]=[CH:36][C:19]([C:20]([NH:22][CH2:23][C:24]2[CH:29]=[C:28]([Cl:30])[CH:27]=[CH:26][C:25]=2[S:31]([CH2:34][CH3:35])(=[O:33])=[O:32])=[O:21])=[CH:18][C:17]=1[O:38][CH3:39].O=[C:41]1[CH2:46][CH2:45][N:44]([C:47]([O:49][C:50]([CH3:53])([CH3:52])[CH3:51])=[O:48])[CH2:43][CH2:42]1.O. Given the product [Cl:30][C:28]1[CH:27]=[CH:26][C:25]([S:31]([CH2:34][CH3:35])(=[O:33])=[O:32])=[C:24]([CH2:23][NH:22][C:20]([C:19]2[CH:36]=[CH:37][C:16]([NH:15][CH:41]3[CH2:46][CH2:45][N:44]([C:47]([O:49][C:50]([CH3:53])([CH3:52])[CH3:51])=[O:48])[CH2:43][CH2:42]3)=[C:17]([O:38][CH3:39])[CH:18]=2)=[O:21])[CH:29]=1, predict the reactants needed to synthesize it.